Dataset: Reaction yield outcomes from USPTO patents with 853,638 reactions. Task: Predict the reaction yield, written as a fraction of the theoretical maximum amount of product (1.0 means a 100% yield; for example, 0.34 means a 34% yield). (1) The reactants are [C:1]12([C:11]3[CH:33]=[CH:32][C:14]([O:15][CH2:16][C:17]([N:19]4[CH2:24][CH2:23][N:22](C(OC(C)(C)C)=O)[CH2:21][CH2:20]4)=[O:18])=[CH:13][CH:12]=3)[CH2:10][CH:5]3[CH2:6][CH:7]([CH2:9][CH:3]([CH2:4]3)[CH2:2]1)[CH2:8]2.FC(F)(F)C(O)=O. The catalyst is ClCCl. The product is [C:1]12([C:11]3[CH:33]=[CH:32][C:14]([O:15][CH2:16][C:17]([N:19]4[CH2:24][CH2:23][NH:22][CH2:21][CH2:20]4)=[O:18])=[CH:13][CH:12]=3)[CH2:10][CH:5]3[CH2:6][CH:7]([CH2:9][CH:3]([CH2:4]3)[CH2:2]1)[CH2:8]2. The yield is 0.948. (2) The reactants are P(Cl)(Cl)(Cl)=O.[CH2:6]([O:8][C:9]([C:11]1[NH:12][CH:13]=[C:14]([CH3:16])[CH:15]=1)=[O:10])[CH3:7].CN(C)[CH:19]=[O:20]. The catalyst is O.[OH-].[Na+]. The product is [CH2:6]([O:8][C:9]([C:11]1[NH:12][C:13]([CH:19]=[O:20])=[C:14]([CH3:16])[CH:15]=1)=[O:10])[CH3:7]. The yield is 0.680. (3) The yield is 0.980. The reactants are Br[C:2]1[CH:7]=[CH:6][CH:5]=[CH:4][C:3]=1[Br:8].C([Li])CCC.CCCCCC.[C:20]1(=[O:26])[CH2:25][CH2:24][CH2:23][CH2:22][CH2:21]1.[Cl-].[NH4+]. The product is [Br:8][C:3]1[CH:4]=[CH:5][C:6]([C:20]2([OH:26])[CH2:25][CH2:24][CH2:23][CH2:22][CH2:21]2)=[CH:7][CH:2]=1. The catalyst is O1CCCC1.O.